From a dataset of Full USPTO retrosynthesis dataset with 1.9M reactions from patents (1976-2016). Predict the reactants needed to synthesize the given product. (1) Given the product [CH3:8][O:9][C:10]1[CH:15]=[CH:14][C:13]([CH2:16][CH2:19][C:20]([OH:25])=[O:21])=[CH:12][C:11]=1[CH3:18], predict the reactants needed to synthesize it. The reactants are: C(N(CC)CC)C.[CH3:8][O:9][C:10]1[CH:15]=[CH:14][C:13]([CH:16]=O)=[CH:12][C:11]=1[CH3:18].[CH3:19][C:20]1(C)[O:25]C(=O)CC(=O)[O:21]1.Cl. (2) The reactants are: [C:1]1([C:6]2[CH:7]=[N:8][N:9]3[CH2:14][CH2:13][N:12]([C:15]([O:17][C:18]([CH3:21])([CH3:20])[CH3:19])=[O:16])[CH2:11][C:10]=23)[CH2:5][CH2:4][CH2:3][CH:2]=1. Given the product [CH:1]1([C:6]2[CH:7]=[N:8][N:9]3[CH2:14][CH2:13][N:12]([C:15]([O:17][C:18]([CH3:21])([CH3:20])[CH3:19])=[O:16])[CH2:11][C:10]=23)[CH2:2][CH2:3][CH2:4][CH2:5]1, predict the reactants needed to synthesize it.